Dataset: Full USPTO retrosynthesis dataset with 1.9M reactions from patents (1976-2016). Task: Predict the reactants needed to synthesize the given product. (1) The reactants are: I[C:2]1[CH:7]=[CH:6][C:5]([C:8]2[N:9]([C:19]3[CH:20]=[CH:21][C:22]([CH3:25])=[N:23][CH:24]=3)[CH:10]=[C:11]([C:13]3[S:14][CH:15]=[C:16]([CH3:18])[N:17]=3)[N:12]=2)=[CH:4][CH:3]=1.[NH2:26][C:27]1[C:32]([N+:33]([O-:35])=[O:34])=[CH:31][CH:30]=[CH:29][N:28]=1.C([O-])([O-])=O.[Cs+].[Cs+]. Given the product [CH3:25][C:22]1[N:23]=[CH:24][C:19]([N:9]2[CH:10]=[C:11]([C:13]3[S:14][CH:15]=[C:16]([CH3:18])[N:17]=3)[N:12]=[C:8]2[C:5]2[CH:6]=[CH:7][C:2]([NH:26][C:27]3[C:32]([N+:33]([O-:35])=[O:34])=[CH:31][CH:30]=[CH:29][N:28]=3)=[CH:3][CH:4]=2)=[CH:20][CH:21]=1, predict the reactants needed to synthesize it. (2) Given the product [CH3:1][N:2]([CH3:15])[C:3]([C:5]1[CH:6]=[C:7]2[C:11](=[CH:12][CH:13]=1)[NH:10][C:9](=[O:14])[C:8]2=[CH:26][C:25]1[NH:24][CH:23]=[C:22]2[C:21]=1[CH2:20][CH2:19][NH:18][C:17]2=[O:16])=[O:4], predict the reactants needed to synthesize it. The reactants are: [CH3:1][N:2]([CH3:15])[C:3]([C:5]1[CH:6]=[C:7]2[C:11](=[CH:12][CH:13]=1)[NH:10][C:9](=[O:14])[CH2:8]2)=[O:4].[O:16]=[C:17]1[C:22]2=[CH:23][NH:24][C:25]([CH:26]=O)=[C:21]2[CH2:20][CH2:19][NH:18]1.N1CCCCC1.